Dataset: Full USPTO retrosynthesis dataset with 1.9M reactions from patents (1976-2016). Task: Predict the reactants needed to synthesize the given product. Given the product [CH2:29]([N:31]1[CH2:36][CH2:35][N:34]([C:37]2[CH:38]=[CH:39][C:40]([NH:43][C:44]3[C:45](=[O:60])[N:46]([CH3:59])[CH:47]=[C:48]([C:7]4[C:6]([CH2:5][O:4][C:1](=[O:3])[CH3:2])=[C:11]([N:12]5[CH2:23][CH2:22][N:21]6[C:14](=[CH:15][C:16]7[CH2:17][C:18]([CH3:25])([CH3:24])[CH2:19][C:20]=76)[C:13]5=[O:26])[CH:10]=[C:9]([F:27])[CH:8]=4)[CH:49]=3)=[N:41][CH:42]=2)[CH2:33][CH2:32]1)[CH3:30], predict the reactants needed to synthesize it. The reactants are: [C:1]([O:4][CH2:5][C:6]1[C:11]([N:12]2[CH2:23][CH2:22][N:21]3[C:14](=[CH:15][C:16]4[CH2:17][C:18]([CH3:25])([CH3:24])[CH2:19][C:20]=43)[C:13]2=[O:26])=[CH:10][C:9]([F:27])=[CH:8][C:7]=1Br)(=[O:3])[CH3:2].[CH2:29]([N:31]1[CH2:36][CH2:35][N:34]([C:37]2[CH:38]=[CH:39][C:40]([NH:43][C:44]3[C:45](=[O:60])[N:46]([CH3:59])[CH:47]=[C:48](B4OC(C)(C)C(C)(C)O4)[CH:49]=3)=[N:41][CH:42]=2)[CH2:33][CH2:32]1)[CH3:30].C([O-])([O-])=O.[Na+].[Na+].COCCOC.